This data is from Experimentally validated miRNA-target interactions with 360,000+ pairs, plus equal number of negative samples. The task is: Binary Classification. Given a miRNA mature sequence and a target amino acid sequence, predict their likelihood of interaction. (1) The miRNA is mmu-miR-466h-5p with sequence UGUGUGCAUGUGCUUGUGUGUA. The protein sequence of the target gene is MSASLDTGDFQEFLKHGLTAIASAPGSETRHSPKREEQLREKRAGLPDRHRRPIPARSRLVMLPKVETEAPGLVRSHGEQGQMPENMQVSQFKMVNYSYDEDLEELCPVCGDKVSGYHYGLLTCESCKGFFKRTVQNQKRYTCIENQNCQIDKTQRKRCPYCRFKKCIDVGMKLEAVRADRMRGGRNKFGPMYKRDRALKQQKKALIRANGLKLEAMSQVIQAMPSDLTSAIQNIHSASKGLPLSHVALPPTDYDRSPFVTSPISMTMPPHSSLHGYQPYGHFPSRAIKSEYPDPYSSSP.... Result: 0 (no interaction). (2) The miRNA is hsa-miR-6073 with sequence GGUAGUGAGUUAUCAGCUAC. The protein sequence of the target gene is MAKDLDELLDEVETKFCRLDPLRLDLGERPKGDGGGGSHSGDRNGAQEKETLRSTETFKKEDDLDSLINEIFEEPDFDRKSFQKFKSKSSSNTCVRAPMQGVSKSCSPVYLSGSAIPCGIGTNTSQRACDRLRCVACDFRIVSYNDYMWDKSCDYLFFRNNMPEFHKLKTKLIEKKGARAYACQCSWRTVEELTDLQTDHQLRWVCGKH. Result: 0 (no interaction). (3) The miRNA is mmu-miR-878-3p with sequence GCAUGACACCACACUGGGUAGA. The protein sequence of the target gene is MTMEEMKTEAEAASMVSMPLYAVMYPVFNELERVNLSAAQTLRAAFIKAEKENPGLTQDIIMKILEKKSVEVNFTESLLRMAADDVEEYMIERPEPEFQDLNEKARALKQILSKIPDEINDRVRFLQTIKDIASAIKELLDTVNNVFKKYQYQNRRALEHQKKEFVKYSKSFSDTLKTYFKDGKAINVFISANRLIHQTNLILQTFKTVA. Result: 0 (no interaction). (4) The miRNA is hsa-miR-3913-3p with sequence AGACAUCAAGAUCAGUCCCAAA. The protein sequence of the target gene is MAASTMSICSSACTNSWQVDDCPESCCELPCGTPSCCAPAPCLTLVCTPVSCVSSPCCQAACEPSACQSGCTSSCTPSCCQQSSCQPACCTSSPCQQACCVPVCCKPVCCVPVCCGASSCCQQSSCQPACCASSSCQQSCRVPVCCKAVCCVPTCSESSSSCCQQSSCQPACCTSSPCQQSCCVSVCCKPVCCKSICCVPVCSGASSPCCQQSSCQPACCTSSCCRPSSSVSLLCRPVCSRPASCSFSSGQKSSC. Result: 0 (no interaction). (5) The miRNA is hsa-miR-18a-3p with sequence ACUGCCCUAAGUGCUCCUUCUGG. The protein sequence of the target gene is MTSRFRLPAGRTYNVRASELARDRQHTEVVCNILLLDNTVQAFKVNKHDQGQVLLDVVFKHLDLTEQDYFGLQLADDSTDNPRWLDPNKPIRKQLKRGSPYSLNFRVKFFVSDPNKLQEEYTRYQYFLQIKQDILTGRLPCPSNTAALLASFAVQSELGDYDQSENLSGYLSDYSFIPNQPQDFEKEIAKLHQQHIGLSPAEAEFNYLNTARTLELYGVEFHYARDQSNNEIMIGVMSGGILIYKNRVRMNTFPWLKIVKISFKCKQFFIQLRKELHESRETLLGFNMVNYRACKNLWKA.... Result: 1 (interaction). (6) The miRNA is hsa-miR-4686 with sequence UAUCUGCUGGGCUUUCUGGUGUU. The protein sequence of the target gene is MAQVRETSLPSGSGVRWISGGGGGASPEEAVEKAGKMEEAAAGATKASSRREAEEMKLEPLQEREPAPEENLTWSSSGGDEKVLPSIPLRCHSSSSPVCPRRKPRPRPQPRARSRSQPGLSAPPPPPARPPPPPPPPPPPAPRPRAWRGSRRRSRPGSRPQTRRSCSGDLDGSGDPGGLGDWLLEVEFGQGPTGCSHVESFKVGKNWQKNLRLIYQRFVWSGTPETRKRKAKSCICHVCSTHMNRLHSCLSCVFFGCFTEKHIHKHAETKQHHLAVDLYHGVIYCFMCKDYVYDKDIEQI.... Result: 0 (no interaction).